Dataset: Full USPTO retrosynthesis dataset with 1.9M reactions from patents (1976-2016). Task: Predict the reactants needed to synthesize the given product. The reactants are: [CH3:1][N:2]1[C@@H:19]2[CH2:20][C:7]3[CH:8]=[CH:9][C:10]([O:22][CH3:23])=[C:11]4[O:12][C@H:13]5[C:14]([CH2:16][CH2:17][C@:18]2([OH:21])[C@:5]5([C:6]=34)[CH2:4][CH2:3]1)=[O:15].C([O-])(=O)C.[OH-].[NH4+].S([O-])([O-])(=O)=O.[Na+].[Na+]. Given the product [CH3:1][N:2]1[C@@H:19]2[CH2:20][C:7]3[CH:8]=[CH:9][C:10]([O:22][CH3:23])=[C:11]4[O:12][C@H:13]5[C:14]([CH2:16][CH2:17][C@:18]2([OH:21])[C@:5]5([C:6]=34)[CH2:4][CH2:3]1)=[O:15], predict the reactants needed to synthesize it.